This data is from Retrosynthesis with 50K atom-mapped reactions and 10 reaction types from USPTO. The task is: Predict the reactants needed to synthesize the given product. Given the product CC(C)(C)c1cc(CN)c(O)cn1, predict the reactants needed to synthesize it. The reactants are: CC(C)(C)c1cc(C#N)c(O)cn1.